Dataset: TCR-epitope binding with 47,182 pairs between 192 epitopes and 23,139 TCRs. Task: Binary Classification. Given a T-cell receptor sequence (or CDR3 region) and an epitope sequence, predict whether binding occurs between them. (1) The epitope is GILGFVFTL. The TCR CDR3 sequence is CASSTRSSNEQFF. Result: 1 (the TCR binds to the epitope). (2) The epitope is KLWAQCVQL. The TCR CDR3 sequence is CASSPGGTTSWETQYF. Result: 1 (the TCR binds to the epitope). (3) The epitope is VLAWLYAAV. The TCR CDR3 sequence is CASSPPGGGDTQYF. Result: 0 (the TCR does not bind to the epitope). (4) The epitope is KEIDRLNEV. The TCR CDR3 sequence is CASSFHSGVPMGETQYF. Result: 0 (the TCR does not bind to the epitope). (5) The epitope is TPINLVRDL. The TCR CDR3 sequence is CASSHRGGSYEQYF. Result: 1 (the TCR binds to the epitope).